From a dataset of Catalyst prediction with 721,799 reactions and 888 catalyst types from USPTO. Predict which catalyst facilitates the given reaction. (1) Reactant: [CH:1]([N:4]1[CH2:9][CH2:8][N:7]([C:10]([C:12]2[CH:13]=[C:14]3[C:18](=[CH:19][CH:20]=2)[NH:17][C:16]([C:21]([OH:23])=O)=[CH:15]3)=[O:11])[CH2:6][CH2:5]1)([CH3:3])[CH3:2].Cl.F[B-](F)(F)F.N1(OC(N(C)C)=[N+](C)C)[C:34]2[CH:35]=[CH:36][CH:37]=C[C:33]=2[N:32]=N1.CNCC1C=CC=CC=1.C(N(CC)C(C)C)(C)C. Product: [CH:1]([N:4]1[CH2:9][CH2:8][N:7]([C:10]([C:12]2[CH:13]=[C:14]3[C:18](=[CH:19][CH:20]=2)[NH:17][C:16]([C:21]([N:32]2[CH2:33][CH2:34][CH2:35][CH:36]2[CH3:37])=[O:23])=[CH:15]3)=[O:11])[CH2:6][CH2:5]1)([CH3:2])[CH3:3]. The catalyst class is: 9. (2) Reactant: [Cl:1][C:2]1[CH:26]=[CH:25][C:5]([NH:6][C:7]2[C:8]3[CH:15]=[C:14]([C:16]4[CH:21]=[CH:20][C:19]([N+:22]([O-])=O)=[CH:18][CH:17]=4)[O:13][C:9]=3[N:10]=[CH:11][N:12]=2)=[C:4]([F:27])[CH:3]=1.C(N(CC)CC)C.CN1C(=O)N(C)CC1. Product: [Cl:1][C:2]1[CH:26]=[CH:25][C:5]([NH:6][C:7]2[C:8]3[CH:15]=[C:14]([C:16]4[CH:17]=[CH:18][C:19]([NH2:22])=[CH:20][CH:21]=4)[O:13][C:9]=3[N:10]=[CH:11][N:12]=2)=[C:4]([F:27])[CH:3]=1. The catalyst class is: 446. (3) Reactant: [CH3:1][C:2]([CH3:7])=[CH:3][C:4](=[O:6])[CH3:5].C(N(CC)CC)C.FC(F)(F)S(O[Si:21]([C:24]([CH3:27])([CH3:26])[CH3:25])([CH3:23])[CH3:22])(=O)=O. Product: [C:24]([Si:21]([CH3:23])([CH3:22])[O:6][C:4]([CH:3]=[C:2]([CH3:7])[CH3:1])=[CH2:5])([CH3:27])([CH3:26])[CH3:25]. The catalyst class is: 1. (4) Reactant: [Cl:1][C:2]1[CH:3]=[C:4](/[CH:17]=[CH:18]/[C:19]([N:21]2[CH2:26][CH2:25][N:24]([CH2:27][C:28]3[CH:33]=[CH:32][C:31]([CH2:34][CH2:35][O:36][C:37]4[CH:42]=[CH:41][C:40]([Cl:43])=[CH:39][CH:38]=4)=[CH:30][CH:29]=3)[CH2:23][CH2:22]2)=[O:20])[CH:5]=[C:6]([CH3:16])[C:7]=1[O:8][C:9]1[CH:14]=[CH:13][C:12]([OH:15])=[CH:11][N:10]=1.[F:44][C:45]1[CH:46]=[C:47]([CH:50]=[CH:51][C:52]=1[CH3:53])[CH2:48]Br.C([O-])([O-])=O.[K+].[K+]. The catalyst class is: 6. Product: [Cl:1][C:2]1[CH:3]=[C:4](/[CH:17]=[CH:18]/[C:19]([N:21]2[CH2:26][CH2:25][N:24]([CH2:27][C:28]3[CH:33]=[CH:32][C:31]([CH2:34][CH2:35][O:36][C:37]4[CH:42]=[CH:41][C:40]([Cl:43])=[CH:39][CH:38]=4)=[CH:30][CH:29]=3)[CH2:23][CH2:22]2)=[O:20])[CH:5]=[C:6]([CH3:16])[C:7]=1[O:8][C:9]1[CH:14]=[CH:13][C:12]([O:15][CH2:48][C:47]2[CH:50]=[CH:51][C:52]([CH3:53])=[C:45]([F:44])[CH:46]=2)=[CH:11][N:10]=1.